Task: Predict the reactants needed to synthesize the given product.. Dataset: Full USPTO retrosynthesis dataset with 1.9M reactions from patents (1976-2016) (1) Given the product [CH2:10]([NH:12][C:7]([C:3]1[C:2]([Br:1])=[CH:6][S:5][CH:4]=1)=[O:9])[CH3:11], predict the reactants needed to synthesize it. The reactants are: [Br:1][C:2]1[C:3]([C:7]([OH:9])=O)=[CH:4][S:5][CH:6]=1.[CH2:10]([NH2:12])[CH3:11]. (2) Given the product [Br:29][C:30]1[CH:35]=[CH:34][C:33]([O:1][C@H:2]([C:23]2[CH:24]=[CH:25][CH:26]=[CH:27][CH:28]=2)[CH2:3][CH2:4][N:5]2[CH2:10][CH2:9][CH:8]([C:11]3[CH:12]=[C:13]([NH:17][C:18](=[O:22])[CH:19]([CH3:21])[CH3:20])[CH:14]=[CH:15][CH:16]=3)[CH2:7][CH2:6]2)=[CH:32][CH:31]=1, predict the reactants needed to synthesize it. The reactants are: [OH:1][C@@H:2]([C:23]1[CH:28]=[CH:27][CH:26]=[CH:25][CH:24]=1)[CH2:3][CH2:4][N:5]1[CH2:10][CH2:9][CH:8]([C:11]2[CH:12]=[C:13]([NH:17][C:18](=[O:22])[CH:19]([CH3:21])[CH3:20])[CH:14]=[CH:15][CH:16]=2)[CH2:7][CH2:6]1.[Br:29][C:30]1[CH:35]=[CH:34][C:33](O)=[CH:32][CH:31]=1.C1(P(C2C=CC=CC=2)C2C=CC=CC=2)C=CC=CC=1.N(C(OCC)=O)=NC(OCC)=O.N. (3) Given the product [C:29]([N:10]1[C:11]2[C:16](=[CH:15][C:14]([C:19]3[CH:24]=[CH:23][C:22]([S:25]([CH3:28])(=[O:26])=[O:27])=[CH:21][CH:20]=3)=[CH:13][CH:12]=2)[N:17]([CH:1]=[O:3])[CH2:18][C@@H:9]1[CH3:8])(=[O:31])[CH3:30], predict the reactants needed to synthesize it. The reactants are: [CH:1]([O-:3])=O.[Na+].C(O)=O.[CH3:8][C@H:9]1[CH2:18][NH:17][C:16]2[C:11](=[CH:12][CH:13]=[C:14]([C:19]3[CH:24]=[CH:23][C:22]([S:25]([CH3:28])(=[O:27])=[O:26])=[CH:21][CH:20]=3)[CH:15]=2)[N:10]1[C:29](=[O:31])[CH3:30]. (4) Given the product [Cl:11][C:12]1[CH:13]=[CH:14][C:15]([N:30]2[CH:34]=[CH:33][CH:32]=[C:31]2[CH:8]=[O:9])=[C:16]([C:18]([C:20]2[C:29]3[C:24](=[CH:25][CH:26]=[CH:27][CH:28]=3)[CH:23]=[CH:22][CH:21]=2)=[O:19])[CH:17]=1, predict the reactants needed to synthesize it. The reactants are: P(Cl)(Cl)(Cl)=O.CN(C)[CH:8]=[O:9].[Cl:11][C:12]1[CH:13]=[CH:14][C:15]([N:30]2[CH:34]=[CH:33][CH:32]=[CH:31]2)=[C:16]([C:18]([C:20]2[C:29]3[C:24](=[CH:25][CH:26]=[CH:27][CH:28]=3)[CH:23]=[CH:22][CH:21]=2)=[O:19])[CH:17]=1.C([O-])(=O)C.[Na+]. (5) The reactants are: [CH3:1][N:2]([CH3:29])[CH2:3][CH2:4][CH2:5][O:6][C:7]1[CH:12]=[CH:11][C:10]([C:13]2[NH:22][C:16]3=[N:17][CH:18]=[C:19]([CH3:21])[CH:20]=[C:15]3[C:14]=2[CH:23]2[CH2:28][CH2:27][CH2:26][NH:25][CH2:24]2)=[CH:9][CH:8]=1.[N:30]1([C:35](Cl)=[O:36])[CH2:34][CH2:33][CH2:32][CH2:31]1. Given the product [CH3:29][N:2]([CH3:1])[CH2:3][CH2:4][CH2:5][O:6][C:7]1[CH:8]=[CH:9][C:10]([C:13]2[NH:22][C:16]3=[N:17][CH:18]=[C:19]([CH3:21])[CH:20]=[C:15]3[C:14]=2[CH:23]2[CH2:28][CH2:27][CH2:26][N:25]([C:35]([N:30]3[CH2:34][CH2:33][CH2:32][CH2:31]3)=[O:36])[CH2:24]2)=[CH:11][CH:12]=1, predict the reactants needed to synthesize it.